Regression. Given a peptide amino acid sequence and an MHC pseudo amino acid sequence, predict their binding affinity value. This is MHC class II binding data. From a dataset of Peptide-MHC class II binding affinity with 134,281 pairs from IEDB. The peptide sequence is GKLIHEWCCRSCTLP. The MHC is DRB5_0101 with pseudo-sequence DRB5_0101. The binding affinity (normalized) is 0.193.